From a dataset of Reaction yield outcomes from USPTO patents with 853,638 reactions. Predict the reaction yield, written as a fraction of the theoretical maximum amount of product (1.0 means a 100% yield; for example, 0.34 means a 34% yield). (1) The reactants are CCN(C(C)C)C(C)C.[C:10]1([CH3:24])[CH:15]=[CH:14][CH:13]=[CH:12][C:11]=1[N:16]1[CH:20]=[C:19]([C:21]([OH:23])=O)[N:18]=[N:17]1.CC1C=CC=CC=1N.C1C=CC2N(O)N=NC=2C=1.CCN=C=NCCCN(C)C.Cl.[NH2:55][CH2:56][C:57]([N:59]1[CH2:64][CH2:63][CH:62]([O:65][C:66]2[CH:71]=[CH:70][CH:69]=[C:68]([C:72]([F:75])([F:74])[F:73])[CH:67]=2)[CH2:61][CH2:60]1)=[O:58]. The catalyst is CN(C=O)C.CO.CCCCCC.O. The product is [O:58]=[C:57]([N:59]1[CH2:60][CH2:61][CH:62]([O:65][C:66]2[CH:71]=[CH:70][CH:69]=[C:68]([C:72]([F:75])([F:73])[F:74])[CH:67]=2)[CH2:63][CH2:64]1)[CH2:56][NH:55][C:21]([C:19]1[N:18]=[N:17][N:16]([C:11]2[CH:12]=[CH:13][CH:14]=[CH:15][C:10]=2[CH3:24])[CH:20]=1)=[O:23]. The yield is 0.862. (2) The reactants are [F:1][C:2]1([F:17])[O:6][C:5]2[CH:7]=[CH:8][C:9]([C:11]3([C:14]([OH:16])=O)[CH2:13][CH2:12]3)=[CH:10][C:4]=2[O:3]1.CN(C(ON1N=NC2C=CC=NC1=2)=[N+](C)C)C.F[P-](F)(F)(F)(F)F.[NH2:42][C@H:43]1[C:52]2[C:47](=[CH:48][C:49]([C:53]([F:56])([F:55])[F:54])=[CH:50][CH:51]=2)[O:46][C@@H:45]([CH:57]2[CH2:62][CH2:61][CH2:60][CH:59]([C:63]([O:65][CH3:66])=[O:64])[CH2:58]2)[CH2:44]1.C(N(C(C)C)C(C)C)C. The catalyst is CN(C=O)C. The product is [F:17][C:2]1([F:1])[O:6][C:5]2[CH:7]=[CH:8][C:9]([C:11]3([C:14]([NH:42][C@H:43]4[C:52]5[C:47](=[CH:48][C:49]([C:53]([F:55])([F:56])[F:54])=[CH:50][CH:51]=5)[O:46][C@@H:45]([CH:57]5[CH2:62][CH2:61][CH2:60][CH:59]([C:63]([O:65][CH3:66])=[O:64])[CH2:58]5)[CH2:44]4)=[O:16])[CH2:12][CH2:13]3)=[CH:10][C:4]=2[O:3]1. The yield is 0.351. (3) The reactants are [C:1]([O:5][C:6](=[O:32])[NH:7][CH:8]1[CH2:13][CH2:12][CH:11]([CH2:14][N:15]2[C:19]3=[N:20][C:21](SC)=[N:22][CH:23]=[C:18]3[C:17]([C:26]3[CH:31]=[CH:30][CH:29]=[CH:28][CH:27]=3)=[N:16]2)[CH2:10][CH2:9]1)([CH3:4])([CH3:3])[CH3:2].ClC1C=C(C=CC=1)C(OO)=O.[CH2:44]([NH2:46])C. The catalyst is C(Cl)Cl. The product is [CH3:44][NH:46][C:21]1[N:20]=[C:19]2[N:15]([CH2:14][CH:11]3[CH2:12][CH2:13][CH:8]([NH:7][C:6](=[O:32])[O:5][C:1]([CH3:4])([CH3:3])[CH3:2])[CH2:9][CH2:10]3)[N:16]=[C:17]([C:26]3[CH:31]=[CH:30][CH:29]=[CH:28][CH:27]=3)[C:18]2=[CH:23][N:22]=1. The yield is 0.810.